The task is: Regression/Classification. Given a drug SMILES string, predict its absorption, distribution, metabolism, or excretion properties. Task type varies by dataset: regression for continuous measurements (e.g., permeability, clearance, half-life) or binary classification for categorical outcomes (e.g., BBB penetration, CYP inhibition). Dataset: hlm.. This data is from Human liver microsome stability data. (1) The molecule is C[C@@H]1CCN(C(=O)CC#N)C[C@@H]1N(C)c1ncnc2[nH]ccc12. The result is 0 (unstable in human liver microsomes). (2) The molecule is O=C(c1ncc(-c2ccccn2)o1)C1CCc2cc(OCc3ccccc3)ccc2C1. The result is 1 (stable in human liver microsomes). (3) The molecule is CCc1nc(N)nc(N)c1-c1ccc2c(c1)N(CCCC(=O)OC)CCC2. The result is 1 (stable in human liver microsomes). (4) The compound is O[C@@H]1COC[C@H]1Nc1nc(Nc2cc(Cl)cc(Cl)c2)ncc1Br. The result is 1 (stable in human liver microsomes). (5) The molecule is Cc1c2c(n3c1CCCN1CCOC[C@@H]1CNc1cc-3ccc1C(N)=O)CC(C)(C)CC2=O. The result is 1 (stable in human liver microsomes). (6) The drug is CCOc1nc(C(=O)NCc2ccc(S(C)(=O)=O)cc2)cc(N)c1C#N. The result is 0 (unstable in human liver microsomes).